This data is from P-glycoprotein inhibition data for predicting drug efflux from Broccatelli et al.. The task is: Regression/Classification. Given a drug SMILES string, predict its absorption, distribution, metabolism, or excretion properties. Task type varies by dataset: regression for continuous measurements (e.g., permeability, clearance, half-life) or binary classification for categorical outcomes (e.g., BBB penetration, CYP inhibition). Dataset: pgp_broccatelli. The drug is CC(=O)Oc1cc2oc(-c3ccccc3)cc(=O)c2c(O)c1OCc1ccccc1. The result is 1 (inhibitor).